This data is from Catalyst prediction with 721,799 reactions and 888 catalyst types from USPTO. The task is: Predict which catalyst facilitates the given reaction. (1) Reactant: [CH3:1][O:2][C:3]1[C:8]([CH2:9][N:10]2[CH2:15][CH2:14][CH:13]([CH2:16][CH2:17][C:18]3[C:19](=[O:24])[NH:20][CH:21]=[CH:22][CH:23]=3)[CH2:12][CH2:11]2)=[CH:7][CH:6]=[CH:5][N:4]=1.Br[CH2:26][CH2:27][CH2:28][C:29]#[N:30].C(=O)([O-])[O-].[K+].[K+].C(OCC)(=O)C. Product: [CH3:1][O:2][C:3]1[C:8]([CH2:9][N:10]2[CH2:11][CH2:12][CH:13]([CH2:16][CH2:17][C:18]3[C:19]([O:24][CH2:26][CH2:27][CH2:28][C:29]#[N:30])=[N:20][CH:21]=[CH:22][CH:23]=3)[CH2:14][CH2:15]2)=[CH:7][CH:6]=[CH:5][N:4]=1. The catalyst class is: 9. (2) Reactant: [CH2:1]([NH:8][CH2:9][CH2:10][CH2:11][CH2:12][CH:13]1[C:21]2[C:16](=[CH:17][CH:18]=[CH:19][CH:20]=2)[NH:15][C:14]1=[O:22])C1C=CC=CC=1.Cl. Product: [NH:8]1[CH2:9][CH2:10][CH2:11][CH2:12][C:13]2([C:21]3[C:16](=[CH:17][CH:18]=[CH:19][CH:20]=3)[NH:15][C:14]2=[O:22])[CH2:1]1. The catalyst class is: 376.